Dataset: Full USPTO retrosynthesis dataset with 1.9M reactions from patents (1976-2016). Task: Predict the reactants needed to synthesize the given product. Given the product [CH:15]1([N:12]2[CH2:13][CH2:14][CH:9]([C:8]3[N:4]([CH:1]([CH3:3])[CH3:2])[N:5]=[C:6]([C:19]4[CH:20]=[C:21]([C:26]([F:29])([F:28])[F:27])[C:22]([NH2:25])=[N:23][CH:24]=4)[CH:7]=3)[CH2:10][CH2:11]2)[CH2:18][CH2:30][CH2:16]1, predict the reactants needed to synthesize it. The reactants are: [CH:1]([N:4]1[C:8]([CH:9]2[CH2:14][CH2:13][N:12]([CH:15]3[CH2:18]O[CH2:16]3)[CH2:11][CH2:10]2)=[CH:7][C:6]([C:19]2[CH:20]=[C:21]([C:26]([F:29])([F:28])[F:27])[C:22]([NH2:25])=[N:23][CH:24]=2)=[N:5]1)([CH3:3])[CH3:2].[CH:30]1(N2CCC(C3N(C(C)C)N=C(I)C=3)CC2)CCC1.